This data is from Forward reaction prediction with 1.9M reactions from USPTO patents (1976-2016). The task is: Predict the product of the given reaction. (1) Given the reactants [N:1]12[CH2:9][CH:5]([CH2:6][CH2:7][CH2:8]1)[C:4](=[O:10])[CH2:3][CH2:2]2.[BH4-].[Na+].O, predict the reaction product. The product is: [N:1]12[CH2:9][CH:5]([CH2:6][CH2:7][CH2:8]1)[CH:4]([OH:10])[CH2:3][CH2:2]2. (2) Given the reactants C(OC(=O)[NH:7][CH2:8][CH2:9][CH2:10][CH2:11][CH2:12][CH2:13][CH2:14][CH2:15][CH2:16][CH2:17][CH2:18][C:19](=[O:27])[NH:20][CH2:21][CH2:22][CH2:23][N:24]([CH3:26])[CH3:25])(C)(C)C.[ClH:29], predict the reaction product. The product is: [ClH:29].[ClH:29].[CH3:26][N:24]([CH3:25])[CH2:23][CH2:22][CH2:21][NH:20][C:19](=[O:27])[CH2:18][CH2:17][CH2:16][CH2:15][CH2:14][CH2:13][CH2:12][CH2:11][CH2:10][CH2:9][CH2:8][NH2:7].